Dataset: NCI-60 drug combinations with 297,098 pairs across 59 cell lines. Task: Regression. Given two drug SMILES strings and cell line genomic features, predict the synergy score measuring deviation from expected non-interaction effect. Drug 1: C1=CN(C=N1)CC(O)(P(=O)(O)O)P(=O)(O)O. Drug 2: CC(C)NC(=O)C1=CC=C(C=C1)CNNC.Cl. Cell line: RPMI-8226. Synergy scores: CSS=-0.338, Synergy_ZIP=0.774, Synergy_Bliss=1.31, Synergy_Loewe=2.12, Synergy_HSA=-2.46.